Dataset: Forward reaction prediction with 1.9M reactions from USPTO patents (1976-2016). Task: Predict the product of the given reaction. (1) Given the reactants N1C=CN=C1.[OH:6][C:7]1[C:21]([CH3:22])=[CH:20][C:10]([CH2:11][P:12](=[O:19])([O:16][CH2:17][CH3:18])[O:13][CH2:14][CH3:15])=[CH:9][C:8]=1[O:23][CH3:24].[Si:25](Cl)([C:28]([CH3:31])([CH3:30])[CH3:29])([CH3:27])[CH3:26], predict the reaction product. The product is: [Si:25]([O:6][C:7]1[C:21]([CH3:22])=[CH:20][C:10]([CH2:11][P:12](=[O:19])([O:16][CH2:17][CH3:18])[O:13][CH2:14][CH3:15])=[CH:9][C:8]=1[O:23][CH3:24])([C:28]([CH3:31])([CH3:30])[CH3:29])([CH3:27])[CH3:26]. (2) Given the reactants [N:1]([CH:4]([CH2:15][N:16]=[N+]=[N-])[CH2:5][N:6]([CH2:13][CH3:14])[C:7]1[CH:12]=[CH:11][CH:10]=[CH:9][CH:8]=1)=[N+]=[N-], predict the reaction product. The product is: [CH2:13]([N:6]([C:7]1[CH:8]=[CH:9][CH:10]=[CH:11][CH:12]=1)[CH2:5][CH:4]([NH2:1])[CH2:15][NH2:16])[CH3:14]. (3) Given the reactants [NH2:1][N:2]1[C:11]2[C:6](=[CH:7][CH:8]=[CH:9][CH:10]=2)[C:5]([OH:12])=[C:4]([C:13]2[NH:18][C:17]3[CH:19]=[CH:20][C:21]([O:23][CH2:24][C:25]4[CH:30]=[CH:29][CH:28]=[CH:27][CH:26]=4)=[CH:22][C:16]=3[S:15](=[O:32])(=[O:31])[N:14]=2)[C:3]1=[O:33], predict the reaction product. The product is: [CH2:24]([O:23][C:21]1[CH:20]=[CH:19][C:17]2[NH:18][C:13]([C:4]3[C:3](=[O:33])[N:2]([N:1]=[CH:3][CH:4]([CH3:13])[CH3:5])[C:11]4[C:6]([C:5]=3[OH:12])=[CH:7][CH:8]=[CH:9][CH:10]=4)=[N:14][S:15](=[O:32])(=[O:31])[C:16]=2[CH:22]=1)[C:25]1[CH:26]=[CH:27][CH:28]=[CH:29][CH:30]=1. (4) The product is: [CH2:9]([C:8]1[N:13]=[C:14]([C:16]2[N:21]=[N:20][C:19]([C:22]([N:24]3[CH2:25][CH2:26][N:27]([C:30]([O:32][C:33]([CH3:34])([CH3:36])[CH3:35])=[O:31])[CH2:28][CH2:29]3)=[O:23])=[CH:18][C:17]=2[CH2:37][C:38]2[C:47]3[C:42](=[CH:43][CH:44]=[CH:45][CH:46]=3)[CH:41]=[CH:40][CH:39]=2)[O:15][CH:7]=1)[CH:10]([CH3:11])[CH3:12]. Given the reactants O1C=CN=C1.O[CH2:7][C@@H:8]([NH:13][C:14]([C:16]1[N:21]=[N:20][C:19]([C:22]([N:24]2[CH2:29][CH2:28][N:27]([C:30]([O:32][C:33]([CH3:36])([CH3:35])[CH3:34])=[O:31])[CH2:26][CH2:25]2)=[O:23])=[CH:18][C:17]=1[CH2:37][C:38]1[C:47]2[C:42](=[CH:43][CH:44]=[CH:45][CH:46]=2)[CH:41]=[CH:40][CH:39]=1)=[O:15])[CH2:9][CH:10]([CH3:12])[CH3:11], predict the reaction product. (5) The product is: [Cl:1][C:2]1[CH:3]=[C:4]([N+:15]([O-:17])=[O:16])[CH:5]=[CH:6][C:7]=1[O:8][CH:9]1[CH2:14][CH2:13][N:12]([C:19]2[CH:24]=[CH:23][CH:22]=[CH:21][N:20]=2)[CH2:11][CH2:10]1. Given the reactants [Cl:1][C:2]1[CH:3]=[C:4]([N+:15]([O-:17])=[O:16])[CH:5]=[CH:6][C:7]=1[O:8][CH:9]1[CH2:14][CH2:13][NH:12][CH2:11][CH2:10]1.Br[C:19]1[CH:24]=[CH:23][CH:22]=[CH:21][N:20]=1, predict the reaction product. (6) Given the reactants ClC1N=C(C2SC(C(C)C)=NC=2C2C=C(NS(C3C(F)=CC=CC=3F)(=O)=O)C=CC=2)C=CN=1.[Cl:34][C:35]1[N:40]=[C:39]([C:41]2[S:45][C:44]([N:46]3[CH2:51][CH2:50][O:49][CH2:48][CH2:47]3)=[N:43][C:42]=2[C:52]2[C:53]([F:59])=[C:54]([CH:56]=[CH:57][CH:58]=2)[NH2:55])[CH:38]=[CH:37][N:36]=1.[N:60]1([S:66](Cl)(=[O:68])=[O:67])[CH2:65][CH2:64][O:63][CH2:62][CH2:61]1, predict the reaction product. The product is: [Cl:34][C:35]1[N:40]=[C:39]([C:41]2[S:45][C:44]([N:46]3[CH2:47][CH2:48][O:49][CH2:50][CH2:51]3)=[N:43][C:42]=2[C:52]2[C:53]([F:59])=[C:54]([NH:55][S:66]([N:60]3[CH2:65][CH2:64][O:63][CH2:62][CH2:61]3)(=[O:68])=[O:67])[CH:56]=[CH:57][CH:58]=2)[CH:38]=[CH:37][N:36]=1. (7) Given the reactants [F:1][C:2]([F:22])([F:21])[O:3][C:4]1[CH:9]=[CH:8][C:7]([N:10]2[CH2:14][CH2:13][C:12]3([CH2:19][CH2:18][NH:17][CH2:16][CH2:15]3)[C:11]2=[O:20])=[CH:6][CH:5]=1.Br[C:24]1[CH:29]=[CH:28][CH:27]=[C:26]([O:30][C:31]([F:34])([F:33])[F:32])[CH:25]=1, predict the reaction product. The product is: [F:32][C:31]([F:33])([F:34])[O:30][C:26]1[CH:25]=[C:24]([N:17]2[CH2:16][CH2:15][C:12]3([C:11](=[O:20])[N:10]([C:7]4[CH:8]=[CH:9][C:4]([O:3][C:2]([F:1])([F:21])[F:22])=[CH:5][CH:6]=4)[CH2:14][CH2:13]3)[CH2:19][CH2:18]2)[CH:29]=[CH:28][CH:27]=1. (8) Given the reactants [NH2:1][N:2]1[N:11]=[C:10]([C:12]2[CH:17]=[CH:16][C:15]([C:18]([F:21])([F:20])[F:19])=[CH:14][CH:13]=2)[C:9]2[C:4](=[CH:5][CH:6]=[CH:7][CH:8]=2)[C:3]1=[O:22].[C:23]12([CH2:33][C:34](Cl)=[O:35])[CH2:32][CH:27]3[CH2:28][CH:29]([CH2:31][CH:25]([CH2:26]3)[CH2:24]1)[CH2:30]2, predict the reaction product. The product is: [C:23]12([CH2:33][C:34]([NH:1][N:2]3[N:11]=[C:10]([C:12]4[CH:17]=[CH:16][C:15]([C:18]([F:21])([F:19])[F:20])=[CH:14][CH:13]=4)[C:9]4[C:4](=[CH:5][CH:6]=[CH:7][CH:8]=4)[C:3]3=[O:22])=[O:35])[CH2:30][CH:29]3[CH2:28][CH:27]([CH2:26][CH:25]([CH2:31]3)[CH2:24]1)[CH2:32]2. (9) Given the reactants [C:1]([O:4][C:5]1[CH:27]=[CH:26][CH:25]=[CH:24][C:6]=1[C:7]([O:9][CH2:10][CH2:11][CH2:12][NH:13]C(OCC1C=CC=CC=1)=O)=[O:8])(=[O:3])[CH3:2], predict the reaction product. The product is: [C:1]([O:4][C:5]1[CH:27]=[CH:26][CH:25]=[CH:24][C:6]=1[C:7]([O:9][CH2:10][CH2:11][CH2:12][NH2:13])=[O:8])(=[O:3])[CH3:2].